Dataset: Peptide-MHC class II binding affinity with 134,281 pairs from IEDB. Task: Regression. Given a peptide amino acid sequence and an MHC pseudo amino acid sequence, predict their binding affinity value. This is MHC class II binding data. The peptide sequence is FIGYGKATLECQVQTKK. The MHC is HLA-DQA10201-DQB10301 with pseudo-sequence HLA-DQA10201-DQB10301. The binding affinity (normalized) is 0.562.